This data is from Full USPTO retrosynthesis dataset with 1.9M reactions from patents (1976-2016). The task is: Predict the reactants needed to synthesize the given product. Given the product [CH2:1]([O:8][C@@H:9]1[C@@H:15]([O:16][CH2:17][C:18]2[CH:23]=[CH:22][CH:21]=[CH:20][CH:19]=2)[C@H:14]([O:24][CH2:25][C:26]2[CH:27]=[CH:28][CH:29]=[CH:30][CH:31]=2)[C@@H:13]([CH2:32][O:33][CH2:34][C:35]2[CH:36]=[CH:37][CH:38]=[CH:39][CH:40]=2)[O:12][C:10]1([OH:11])[CH3:42])[C:2]1[CH:3]=[CH:4][CH:5]=[CH:6][CH:7]=1, predict the reactants needed to synthesize it. The reactants are: [CH2:1]([O:8][C@@H:9]1[C@@H:15]([O:16][CH2:17][C:18]2[CH:23]=[CH:22][CH:21]=[CH:20][CH:19]=2)[C@H:14]([O:24][CH2:25][C:26]2[CH:31]=[CH:30][CH:29]=[CH:28][CH:27]=2)[C@@H:13]([CH2:32][O:33][CH2:34][C:35]2[CH:40]=[CH:39][CH:38]=[CH:37][CH:36]=2)[O:12][C:10]1=[O:11])[C:2]1[CH:7]=[CH:6][CH:5]=[CH:4][CH:3]=1.[Li][CH3:42].